From a dataset of Catalyst prediction with 721,799 reactions and 888 catalyst types from USPTO. Predict which catalyst facilitates the given reaction. Product: [C:1]([O:5][C:6]([N:8]1[CH2:13][CH2:12][C:11]([CH2:14][N:54]2[C:50](=[O:60])[C:51]3[C:52](=[CH:56][CH:57]=[CH:58][CH:59]=3)[C:53]2=[O:55])([F:16])[CH2:10][CH2:9]1)=[O:7])([CH3:4])([CH3:3])[CH3:2]. Reactant: [C:1]([O:5][C:6]([N:8]1[CH2:13][CH2:12][C:11]([F:16])([CH2:14]O)[CH2:10][CH2:9]1)=[O:7])([CH3:4])([CH3:3])[CH3:2].C1(P(C2C=CC=CC=2)C2C=CC=CC=2)C=CC=CC=1.N(C(OC(C)C)=O)=NC(OC(C)C)=O.[C:50]1(=[O:60])[NH:54][C:53](=[O:55])[C:52]2=[CH:56][CH:57]=[CH:58][CH:59]=[C:51]12. The catalyst class is: 1.